This data is from TCR-epitope binding with 47,182 pairs between 192 epitopes and 23,139 TCRs. The task is: Binary Classification. Given a T-cell receptor sequence (or CDR3 region) and an epitope sequence, predict whether binding occurs between them. (1) The epitope is TLIGDCATV. The TCR CDR3 sequence is CASSYKGMAYNEQFF. Result: 1 (the TCR binds to the epitope). (2) The epitope is FLKEKGGL. The TCR CDR3 sequence is CASSLGAATEQYF. Result: 0 (the TCR does not bind to the epitope).